This data is from Forward reaction prediction with 1.9M reactions from USPTO patents (1976-2016). The task is: Predict the product of the given reaction. (1) Given the reactants [N+:1]([C:4]1[CH:5]=[C:6]2[C:10](=[CH:11][CH:12]=1)[N:9]([C:13]1[CH:18]=[CH:17][N:16]=[CH:15][CH:14]=1)[CH:8]=[CH:7]2)([O-])=O, predict the reaction product. The product is: [N:16]1[CH:17]=[CH:18][C:13]([N:9]2[C:10]3[C:6](=[CH:5][C:4]([NH2:1])=[CH:12][CH:11]=3)[CH:7]=[CH:8]2)=[CH:14][CH:15]=1. (2) Given the reactants [F:1][C:2]1[CH:10]=[CH:9][CH:8]=[C:7]([I:11])[C:3]=1[C:4]([OH:6])=O.C1C=CC2N(O)N=NC=2C=1.N=C=N.CCN(C(C)C)C(C)C.[C:34]1([C:40]2([CH2:52][NH2:53])[CH2:45][CH2:44][N:43]([S:46]([CH2:49][CH2:50][CH3:51])(=[O:48])=[O:47])[CH2:42][CH2:41]2)[CH:39]=[CH:38][CH:37]=[CH:36][CH:35]=1, predict the reaction product. The product is: [F:1][C:2]1[CH:10]=[CH:9][CH:8]=[C:7]([I:11])[C:3]=1[C:4]([NH:53][CH2:52][C:40]1([C:34]2[CH:35]=[CH:36][CH:37]=[CH:38][CH:39]=2)[CH2:45][CH2:44][N:43]([S:46]([CH2:49][CH2:50][CH3:51])(=[O:48])=[O:47])[CH2:42][CH2:41]1)=[O:6].